From a dataset of Forward reaction prediction with 1.9M reactions from USPTO patents (1976-2016). Predict the product of the given reaction. (1) The product is: [CH2:1]([N:3]1[C:7]2=[N:8][C:9]([CH2:33][CH3:34])=[C:10]([CH2:19][NH:20][C:21](=[O:32])[C:22]3[CH:23]=[CH:24][C:25]([C:40]#[C:39][CH2:38][CH2:37][CH2:36][OH:35])=[CH:26][CH:27]=3)[C:11]([NH:12][CH:13]3[CH2:18][CH2:17][O:16][CH2:15][CH2:14]3)=[C:6]2[CH:5]=[N:4]1)[CH3:2]. Given the reactants [CH2:1]([N:3]1[C:7]2=[N:8][C:9]([CH2:33][CH3:34])=[C:10]([CH2:19][NH:20][C:21](=[O:32])[C:22]3[CH:27]=[CH:26][CH:25]=[C:24](CC(=O)C)[CH:23]=3)[C:11]([NH:12][CH:13]3[CH2:18][CH2:17][O:16][CH2:15][CH2:14]3)=[C:6]2[CH:5]=[N:4]1)[CH3:2].[OH:35][CH2:36][CH2:37][CH2:38][C:39]#[C:40]C1C=CC(C(O)=O)=CC=1, predict the reaction product. (2) Given the reactants [CH:1]([C:4]1[N:5]=[C:6](/[CH:9]=[CH:10]/[C:11]2[CH:40]=[CH:39][N:14]3[C:15](=[O:38])[C:16](/[CH:29]=[CH:30]/[C:31]([O:33]C(C)(C)C)=[O:32])=[C:17]([N:19]4[CH2:24][CH2:23][CH2:22][CH:21]([C:25]([NH:27][CH3:28])=[O:26])[CH2:20]4)[N:18]=[C:13]3[CH:12]=2)[S:7][CH:8]=1)([CH3:3])[CH3:2].FC(F)(F)C(O)=O, predict the reaction product. The product is: [CH:1]([C:4]1[N:5]=[C:6](/[CH:9]=[CH:10]/[C:11]2[CH:40]=[CH:39][N:14]3[C:15](=[O:38])[C:16](/[CH:29]=[CH:30]/[C:31]([OH:33])=[O:32])=[C:17]([N:19]4[CH2:24][CH2:23][CH2:22][CH:21]([C:25]([NH:27][CH3:28])=[O:26])[CH2:20]4)[N:18]=[C:13]3[CH:12]=2)[S:7][CH:8]=1)([CH3:3])[CH3:2]. (3) Given the reactants O.[OH-].[Li+].C(OP([CH:12]1[C:21](=[O:22])[N:20]2[C@H:15]([CH2:16][O:17][CH2:18][C@H:19]2[C:23]2[CH:28]=[C:27]([F:29])[C:26]([F:30])=[C:25]([F:31])[CH:24]=2)[CH2:14][CH2:13]1)(=O)OCC)C.[CH3:32][O:33][C:34]1[CH:35]=[C:36]([CH:39]=[CH:40][C:41]=1[N:42]1[CH:46]=[C:45]([CH3:47])[N:44]=[CH:43]1)[CH:37]=O.C(OCC)(=O)C, predict the reaction product. The product is: [CH3:32][O:33][C:34]1[CH:35]=[C:36]([CH:39]=[CH:40][C:41]=1[N:42]1[CH:46]=[C:45]([CH3:47])[N:44]=[CH:43]1)/[CH:37]=[C:12]1\[CH2:13][CH2:14][C@@H:15]2[N:20]([C:21]\1=[O:22])[C@H:19]([C:23]1[CH:24]=[C:25]([F:31])[C:26]([F:30])=[C:27]([F:29])[CH:28]=1)[CH2:18][O:17][CH2:16]2. (4) Given the reactants Cl.[Cl:2][C:3]1[CH:4]=[C:5]([O:10][CH:11]2[CH2:16][NH:15][CH2:14][C:13]3[O:17][CH:18]=[CH:19][C:12]2=3)[CH:6]=[CH:7][C:8]=1[Cl:9].C(=O)([O-])[O-].[Cs+].[Cs+].[C:26]([O:30][C:31]([NH:33][CH2:34][CH2:35]Br)=[O:32])([CH3:29])([CH3:28])[CH3:27], predict the reaction product. The product is: [C:26]([O:30][C:31]([NH:33][CH2:34][CH2:35][N:15]1[CH2:16][CH:11]([O:10][C:5]2[CH:6]=[CH:7][C:8]([Cl:9])=[C:3]([Cl:2])[CH:4]=2)[C:12]2[CH:19]=[CH:18][O:17][C:13]=2[CH2:14]1)=[O:32])([CH3:29])([CH3:28])[CH3:27]. (5) Given the reactants [Cl:1][C:2]1[C:11](Cl)=[N:10][C:9]2[C:4](=[CH:5][CH:6]=[C:7]([O:13][CH3:14])[CH:8]=2)[N:3]=1.[CH:15]([O:18][C:19]1[CH:24]=[CH:23][C:22](B(O)O)=[CH:21][CH:20]=1)([CH3:17])[CH3:16].C([O-])([O-])=O.[K+].[K+], predict the reaction product. The product is: [Cl:1][C:2]1[C:11]([C:22]2[CH:23]=[CH:24][C:19]([O:18][CH:15]([CH3:17])[CH3:16])=[CH:20][CH:21]=2)=[N:10][C:9]2[C:4](=[CH:5][CH:6]=[C:7]([O:13][CH3:14])[CH:8]=2)[N:3]=1. (6) The product is: [CH:30]1[CH:31]=[CH:32][C:27]([CH2:26][N:33]2[C:2]([OH:3])([C:12]3[CH:17]=[CH:16][C:15]([Cl:18])=[CH:14][CH:13]=3)[C:10]3[C:5](=[CH:6][CH:7]=[CH:8][CH:9]=3)[C:4]2=[O:11])=[CH:28][CH:29]=1. Given the reactants Cl[C:2]1([C:12]2[CH:17]=[CH:16][C:15]([Cl:18])=[CH:14][CH:13]=2)[C:10]2[C:5](=[CH:6][CH:7]=[CH:8][CH:9]=2)[C:4](=[O:11])[O:3]1.C(N(CC)CC)C.[CH2:26]([NH2:33])[C:27]1[CH:32]=[CH:31][CH:30]=[CH:29][CH:28]=1, predict the reaction product. (7) Given the reactants [CH3:1][O:2][C:3]1[CH:4]=[C:5]([CH:23]=[CH:24][C:25]=1[O:26][CH3:27])[CH2:6][CH:7]1[C:16]2[C:11](=[CH:12][C:13]([O:21][CH3:22])=[C:14]([O:17][CH:18]([CH3:20])[CH3:19])[CH:15]=2)[CH2:10][CH2:9][NH:8]1.Br[CH2:29][C:30](Br)=[O:31].[NH2:33][CH:34]1[C:42]2[C:37](=[CH:38][CH:39]=[C:40]([CH3:43])[CH:41]=2)[CH2:36][CH2:35]1, predict the reaction product. The product is: [CH3:1][O:2][C:3]1[CH:4]=[C:5]([CH:23]=[CH:24][C:25]=1[O:26][CH3:27])[CH2:6][CH:7]1[C:16]2[C:11](=[CH:12][C:13]([O:21][CH3:22])=[C:14]([O:17][CH:18]([CH3:20])[CH3:19])[CH:15]=2)[CH2:10][CH2:9][N:8]1[CH2:29][C:30]([NH:33][CH:34]1[C:42]2[C:37](=[CH:38][CH:39]=[C:40]([CH3:43])[CH:41]=2)[CH2:36][CH2:35]1)=[O:31].